From a dataset of Forward reaction prediction with 1.9M reactions from USPTO patents (1976-2016). Predict the product of the given reaction. (1) Given the reactants [NH2:1][C:2]1[CH:7]=[CH:6][C:5]([N:8]2[C:16]([CH2:17][N:18]([CH3:20])[CH3:19])=[C:15]3[C:10]([N:11]([CH2:32][C:33]4[C:38]([C:39]([F:42])([F:41])[F:40])=[CH:37][CH:36]=[CH:35][C:34]=4[F:43])[C:12](=[O:31])[N:13]([C:22]4[CH:27]=[CH:26][CH:25]=[C:24]([O:28][CH3:29])[C:23]=4[F:30])[C:14]3=[O:21])=[N:9]2)=[CH:4][CH:3]=1.C([N:46]([CH2:49]C)CC)C.Cl[C:52](Cl)([O:54]C(=O)OC(Cl)(Cl)Cl)Cl.[OH2:63], predict the reaction product. The product is: [CH3:19][N:18]([CH2:17][C:16]1[N:8]([C:5]2[CH:4]=[CH:3][C:2]([NH:1][C:49]([NH:46][O:54][CH3:52])=[O:63])=[CH:7][CH:6]=2)[N:9]=[C:10]2[C:15]=1[C:14](=[O:21])[N:13]([C:22]1[CH:27]=[CH:26][CH:25]=[C:24]([O:28][CH3:29])[C:23]=1[F:30])[C:12](=[O:31])[N:11]2[CH2:32][C:33]1[C:38]([C:39]([F:42])([F:41])[F:40])=[CH:37][CH:36]=[CH:35][C:34]=1[F:43])[CH3:20]. (2) The product is: [CH2:9]([O:16][C:17]1[CH:22]=[C:21]([O:23][CH2:24][C:25]2[CH:30]=[CH:29][CH:28]=[CH:27][CH:26]=2)[C:20]([Cl:31])=[CH:19][C:18]=1[C:32]1[C:36]([Br:1])=[CH:35][NH:34][N:33]=1)[C:10]1[CH:11]=[CH:12][CH:13]=[CH:14][CH:15]=1. Given the reactants [Br:1]N1C(=O)CCC1=O.[CH2:9]([O:16][C:17]1[CH:22]=[C:21]([O:23][CH2:24][C:25]2[CH:30]=[CH:29][CH:28]=[CH:27][CH:26]=2)[C:20]([Cl:31])=[CH:19][C:18]=1[C:32]1[CH:36]=[CH:35][NH:34][N:33]=1)[C:10]1[CH:15]=[CH:14][CH:13]=[CH:12][CH:11]=1.O, predict the reaction product. (3) Given the reactants COC1[CH:4]=[CH:5][CH:6]=[C:7]([O:28]C)[C:8]=1[C:9]1[CH:10]=[CH:11][CH:12]=[CH:13]C=1P(C1CCCCC1)C1CCCCC1.[Br-].C1([Zn+])CCCC1.[Cl-].[NH4+:38].[C:39]1([CH3:45])[CH:44]=[CH:43][CH:42]=[CH:41][CH:40]=1, predict the reaction product. The product is: [CH2:45]([O:28][C:7]1[C:8]([CH:9]2[CH2:10][CH2:11][CH2:12][CH2:13]2)=[N:38][CH:4]=[CH:5][CH:6]=1)[C:39]1[CH:44]=[CH:43][CH:42]=[CH:41][CH:40]=1. (4) Given the reactants [OH:1][C@H:2]1[CH2:23][CH2:22][C@@:21]2([CH3:24])[CH:4]([CH2:5][CH2:6][C:7]3[C:8]4[C@:17]([CH3:25])([CH2:18][CH2:19][C:20]=32)[C@@H:11]([C@@H:12]([CH3:16])[CH2:13][CH:14]=O)[CH2:10][CH:9]=4)[C:3]1([CH3:27])[CH3:26].[C:28]1([N:34]2[CH2:39][CH2:38][NH:37][CH2:36][CH2:35]2)[CH:33]=[CH:32][CH:31]=[CH:30][CH:29]=1.C(O[BH-](OC(=O)C)OC(=O)C)(=O)C.[Na+], predict the reaction product. The product is: [C:28]1([N:34]2[CH2:39][CH2:38][N:37]([CH2:14][CH2:13][C@@H:12]([C@@H:11]3[C@:17]4([CH3:25])[C:8]([C:7]5[CH2:6][CH2:5][C@@H:4]6[C@:21]([C:20]=5[CH2:19][CH2:18]4)([CH3:24])[CH2:22][CH2:23][C@H:2]([OH:1])[C:3]6([CH3:27])[CH3:26])=[CH:9][CH2:10]3)[CH3:16])[CH2:36][CH2:35]2)[CH:33]=[CH:32][CH:31]=[CH:30][CH:29]=1. (5) Given the reactants Cl[C:2]1[N:3]=[C:4]([N:12]2[CH2:17][CH2:16][O:15][CH2:14][CH2:13]2)[C:5]2[O:10][C:9](I)=[CH:8][C:6]=2[N:7]=1.[CH3:18][S:19]([C:22]1[CH:23]=[C:24](B(O)O)[CH:25]=[CH:26][CH:27]=1)(=[O:21])=[O:20].C([O-])([O-])=O.[Na+].[Na+].CC1(C)C(C)(C)OB([C:45]2[CH:53]=[CH:52][CH:51]=[C:50]3[C:46]=2[CH:47]=[N:48][NH:49]3)O1, predict the reaction product. The product is: [NH:49]1[C:50]2[C:46](=[C:45]([C:2]3[N:3]=[C:4]([N:12]4[CH2:17][CH2:16][O:15][CH2:14][CH2:13]4)[C:5]4[O:10][C:9]([C:26]5[CH:25]=[CH:24][CH:23]=[C:22]([S:19]([CH3:18])(=[O:21])=[O:20])[CH:27]=5)=[CH:8][C:6]=4[N:7]=3)[CH:53]=[CH:52][CH:51]=2)[CH:47]=[N:48]1. (6) Given the reactants ClCCCl.[N:5]([C:8]1[C:9]([C:30]([O:32][CH3:33])=[O:31])=[N:10][C:11]([C:22]2[CH:27]=[CH:26][C:25]([O:28][CH3:29])=[CH:24][CH:23]=2)=[N:12][C:13]=1[C:14]1[CH:19]=[CH:18][C:17]([O:20][CH3:21])=[CH:16][CH:15]=1)=[N+]=[N-], predict the reaction product. The product is: [CH3:21][O:20][C:17]1[CH:16]=[CH:15][C:14]2[C:13]3[N:12]=[C:11]([C:22]4[CH:27]=[CH:26][C:25]([O:28][CH3:29])=[CH:24][CH:23]=4)[N:10]=[C:9]([C:30]([O:32][CH3:33])=[O:31])[C:8]=3[NH:5][C:19]=2[CH:18]=1. (7) Given the reactants Cl[Si](Cl)(C)C.[I:6][C:7]1[CH:12]=[CH:11][C:10]([S:13](Cl)(=O)=O)=[CH:9][CH:8]=1.CN(C)[C:19](=[O:21])[CH3:20].C(Cl)(=O)C, predict the reaction product. The product is: [I:6][C:7]1[CH:12]=[CH:11][C:10]([S:13][C:19](=[O:21])[CH3:20])=[CH:9][CH:8]=1.